Dataset: Catalyst prediction with 721,799 reactions and 888 catalyst types from USPTO. Task: Predict which catalyst facilitates the given reaction. (1) Reactant: [Si]([O:8][C@@H:9]([CH2:38][O:39][C:40]1[CH:45]=[CH:44][CH:43]=[C:42]([C:46]([F:49])([F:48])[F:47])[CH:41]=1)/[CH:10]=[CH:11]/[C@H:12]1[C@H:16]([O:17][Si](C(C)(C)C)(C)C)[CH2:15][C@H:14]([OH:25])[C@@H:13]1[CH2:26]/[CH:27]=[CH:28]\[CH2:29][CH2:30][CH2:31][C:32]([O:34][CH:35]([CH3:37])[CH3:36])=[O:33])(C(C)(C)C)(C)C.Cl.C([O-])(O)=O.[Na+]. Product: [OH:17][C@@H:16]1[CH2:15][C@H:14]([OH:25])[C@H:13]([CH2:26]/[CH:27]=[CH:28]\[CH2:29][CH2:30][CH2:31][C:32]([O:34][CH:35]([CH3:37])[CH3:36])=[O:33])[C@H:12]1/[CH:11]=[CH:10]/[C@@H:9]([OH:8])[CH2:38][O:39][C:40]1[CH:45]=[CH:44][CH:43]=[C:42]([C:46]([F:47])([F:48])[F:49])[CH:41]=1. The catalyst class is: 32. (2) Reactant: [Cl:1][C:2]1[C:3]([O:12][C:13]2[CH:18]=[C:17]([O:19][CH2:20][CH2:21][O:22][CH3:23])[CH:16]=[CH:15][C:14]=2[CH2:24][CH2:25][CH2:26][NH2:27])=[N:4][CH:5]=[C:6]([C:8]([F:11])([F:10])[F:9])[CH:7]=1.N1C=CC=CC=1.[C:34]1([CH2:40][S:41](Cl)(=[O:43])=[O:42])[CH:39]=[CH:38][CH:37]=[CH:36][CH:35]=1.Cl. Product: [Cl:1][C:2]1[C:3]([O:12][C:13]2[CH:18]=[C:17]([O:19][CH2:20][CH2:21][O:22][CH3:23])[CH:16]=[CH:15][C:14]=2[CH2:24][CH2:25][CH2:26][NH:27][S:41]([CH2:40][C:34]2[CH:39]=[CH:38][CH:37]=[CH:36][CH:35]=2)(=[O:43])=[O:42])=[N:4][CH:5]=[C:6]([C:8]([F:9])([F:11])[F:10])[CH:7]=1. The catalyst class is: 13. (3) Reactant: O=[C:2]1[N:7]([CH2:8][C:9]2[CH:14]=[CH:13][CH:12]=[CH:11][CH:10]=2)[C@H:6]([C:15]([NH:17][CH2:18][C:19]2[CH:24]=[CH:23][CH:22]=[CH:21][CH:20]=2)=O)[CH2:5][O:4][CH2:3]1.[H-].[H-].[H-].[H-].[Li+].[Al+3]. Product: [C:19]1([CH2:18][NH:17][CH2:15][C@@H:6]2[CH2:5][O:4][CH2:3][CH2:2][N:7]2[CH2:8][C:9]2[CH:14]=[CH:13][CH:12]=[CH:11][CH:10]=2)[CH:20]=[CH:21][CH:22]=[CH:23][CH:24]=1. The catalyst class is: 57.